Dataset: Catalyst prediction with 721,799 reactions and 888 catalyst types from USPTO. Task: Predict which catalyst facilitates the given reaction. (1) Reactant: [CH3:1][S:2]([OH:5])(=[O:4])=[O:3].[Si]([O:13][CH2:14][CH2:15][CH2:16][N:17]([C:43]#[N:44])[C:18]1[CH:23]=[CH:22][C:21]([NH:24][C:25]([C:27]2[C:32]([C:33]([NH:35][C:36]3[CH:41]=[CH:40][C:39]([Cl:42])=[CH:38][N:37]=3)=[O:34])=[N:31][CH:30]=[CH:29][N:28]=2)=[O:26])=[CH:20][CH:19]=1)(C(C)(C)C)(C)C. Product: [CH3:1][S:2]([OH:5])(=[O:4])=[O:3].[Cl:42][C:39]1[CH:40]=[CH:41][C:36]([NH:35][C:33]([C:32]2[C:27]([C:25]([NH:24][C:21]3[CH:20]=[CH:19][C:18]([N:17]4[CH2:16][CH2:15][CH2:14][O:13][C:43]4=[NH:44])=[CH:23][CH:22]=3)=[O:26])=[N:28][CH:29]=[CH:30][N:31]=2)=[O:34])=[N:37][CH:38]=1. The catalyst class is: 10. (2) The catalyst class is: 6. Product: [Cl:1][C:2]1[CH:3]=[C:4]([NH:9][NH:10][C:16]([O:15][C:12]([CH3:14])([CH3:13])[CH3:11])=[O:17])[CH:5]=[CH:6][C:7]=1[F:8]. Reactant: [Cl:1][C:2]1[CH:3]=[C:4]([NH:9][NH2:10])[CH:5]=[CH:6][C:7]=1[F:8].[CH3:11][C:12]([O:15][C:16](O[C:16]([O:15][C:12]([CH3:14])([CH3:13])[CH3:11])=[O:17])=[O:17])([CH3:14])[CH3:13].C([O-])([O-])=O.[Na+].[Na+].C(#N)C. (3) Reactant: C([O:3][C:4]([C:6]1([CH2:18][O:19][C:20]2[CH:29]=[C:28]3[C:23]([CH2:24][CH2:25][NH:26][CH2:27]3)=[CH:22][CH:21]=2)[CH2:11][CH2:10][N:9]([C:12]2[CH:17]=[CH:16][N:15]=[CH:14][N:13]=2)[CH2:8][CH2:7]1)=[O:5])C.C(N(C(C)C)CC)(C)C.[ClH:39].[N:40]1([C:45](N)=[NH:46])C=CC=N1. Product: [ClH:39].[ClH:39].[C:45]([N:26]1[CH2:25][CH2:24][C:23]2[C:28](=[CH:29][C:20]([O:19][CH2:18][C:6]3([C:4]([OH:3])=[O:5])[CH2:7][CH2:8][N:9]([C:12]4[CH:17]=[CH:16][N:15]=[CH:14][N:13]=4)[CH2:10][CH2:11]3)=[CH:21][CH:22]=2)[CH2:27]1)(=[NH:40])[NH2:46]. The catalyst class is: 9. (4) Reactant: [OH:1][C:2]1[CH:3]=[C:4]([CH2:8][CH2:9][CH2:10][NH:11][C:12]2[N:17]=[C:16]([CH3:18])[C:15]([C:19]([NH:21][C@@H:22]([CH2:26][NH:27][C:28]([C:30]3[S:31][CH:32]=[CH:33][CH:34]=3)=[O:29])[C:23]([OH:25])=[O:24])=[O:20])=[C:14]([CH3:35])[N:13]=2)[CH:5]=[CH:6][CH:7]=1.S(Cl)(Cl)=O.[CH2:40](O)[C:41]([CH3:44])([CH3:43])[CH3:42]. Product: [CH3:40][C:41]([CH3:44])([CH3:43])[CH2:42][O:24][C:23](=[O:25])[C@@H:22]([NH:21][C:19]([C:15]1[C:16]([CH3:18])=[N:17][C:12]([NH:11][CH2:10][CH2:9][CH2:8][C:4]2[CH:5]=[CH:6][CH:7]=[C:2]([OH:1])[CH:3]=2)=[N:13][C:14]=1[CH3:35])=[O:20])[CH2:26][NH:27][C:28]([C:30]1[S:31][CH:32]=[CH:33][CH:34]=1)=[O:29]. The catalyst class is: 225. (5) Reactant: Cl.[CH2:2]([O:4][C:5](=[O:22])[CH2:6][C@H:7]([NH2:21])[CH2:8][C:9]1[CH:14]=[CH:13][C:12]([C:15]2[CH:20]=[CH:19][CH:18]=[CH:17][CH:16]=2)=[CH:11][CH:10]=1)[CH3:3].[C:23]1(=[O:29])[O:28][C:26](=[O:27])[CH2:25][CH2:24]1.CCN(C(C)C)C(C)C. Product: [C:12]1([C:15]2[CH:16]=[CH:17][CH:18]=[CH:19][CH:20]=2)[CH:11]=[CH:10][C:9]([CH2:8][C@@H:7]([NH:21][C:23](=[O:29])[CH2:24][CH2:25][C:26]([OH:28])=[O:27])[CH2:6][C:5]([O:4][CH2:2][CH3:3])=[O:22])=[CH:14][CH:13]=1. The catalyst class is: 4.